This data is from Forward reaction prediction with 1.9M reactions from USPTO patents (1976-2016). The task is: Predict the product of the given reaction. Given the reactants C(OC(=O)[NH:7][C@H:8]([C:14]([N:16]1[CH2:19][CH:18]([F:20])[CH2:17]1)=[O:15])[CH2:9][CH2:10][CH2:11][CH2:12][NH2:13])(C)(C)C.[Cl:22][C:23]1[CH:24]=[C:25]2[C:30](=[CH:31][C:32]=1[Cl:33])[N:29]=[C:28]([C:34](O)=[O:35])[CH:27]=[N:26]2, predict the reaction product. The product is: [ClH:22].[NH2:7][C@H:8]([C:14]([N:16]1[CH2:17][CH:18]([F:20])[CH2:19]1)=[O:15])[CH2:9][CH2:10][CH2:11][CH2:12][NH:13][C:34]([C:28]1[CH:27]=[N:26][C:25]2[C:30](=[CH:31][C:32]([Cl:33])=[C:23]([Cl:22])[CH:24]=2)[N:29]=1)=[O:35].